Dataset: Volume of distribution at steady state (VDss) regression data from Lombardo et al.. Task: Regression/Classification. Given a drug SMILES string, predict its absorption, distribution, metabolism, or excretion properties. Task type varies by dataset: regression for continuous measurements (e.g., permeability, clearance, half-life) or binary classification for categorical outcomes (e.g., BBB penetration, CYP inhibition). For this dataset (vdss_lombardo), we predict log10(VDss) (log10 of volume of distribution in L/kg). (1) The drug is C[NH+]1Cc2c(N)cccc2C(c2ccccc2)C1. The log10(VDss) is 0.780. (2) The compound is OC(CC[NH+]1CCCCC1)(c1ccccc1)C1CC2C=CC1C2. The log10(VDss) is 1.08. (3) The drug is CC(NC(=O)C(Cc1c[nH]c2ccccc12)NC(=O)C(N)Cc1c[nH]cn1)C(=O)NC(Cc1c[nH]c2ccccc12)C(=O)NC(Cc1ccccc1)C(=O)NC(CCCC[NH3+])C(N)=O. The log10(VDss) is -0.380. (4) The drug is COc1ccccc1Oc1c([N-]S(=O)(=O)c2ccc(C)cn2)nc(-c2ccncc2)nc1OC. The log10(VDss) is -0.570. (5) The drug is C[NH+](C)CCOC1(c2ccccc2)CC2CCC1(C)C2(C)C. The log10(VDss) is 0.890.